Dataset: Reaction yield outcomes from USPTO patents with 853,638 reactions. Task: Predict the reaction yield, written as a fraction of the theoretical maximum amount of product (1.0 means a 100% yield; for example, 0.34 means a 34% yield). (1) The reactants are [C:1]([Si:5]([CH3:39])([CH3:38])[O:6][CH:7]([C:32]1[CH:37]=[CH:36][CH:35]=[CH:34][CH:33]=1)[CH2:8][CH2:9][CH:10]1[CH:13]([C:14]2[CH:19]=[CH:18][CH:17]=[C:16]([O:20][CH3:21])[CH:15]=2)[N:12]([C:22]2[CH:27]=[CH:26][C:25]([N+:28]([O-])=O)=[CH:24][CH:23]=2)[C:11]1=[O:31])([CH3:4])([CH3:3])[CH3:2].[H][H]. The catalyst is C(OC(=O)C)C.[Pd]. The product is [NH2:28][C:25]1[CH:26]=[CH:27][C:22]([N:12]2[CH:13]([C:14]3[CH:19]=[CH:18][CH:17]=[C:16]([O:20][CH3:21])[CH:15]=3)[CH:10]([CH2:9][CH2:8][CH:7]([O:6][Si:5]([C:1]([CH3:3])([CH3:2])[CH3:4])([CH3:38])[CH3:39])[C:32]3[CH:33]=[CH:34][CH:35]=[CH:36][CH:37]=3)[C:11]2=[O:31])=[CH:23][CH:24]=1. The yield is 0.860. (2) The reactants are [C:1](=[O:28])([O:12][CH2:13][C@H:14]([NH:21][C:22](=[O:27])[CH2:23][CH2:24][CH:25]=[CH2:26])[C:15]1[CH:20]=[CH:19][CH:18]=[CH:17][CH:16]=1)OC1C=CC([N+]([O-])=O)=CC=1.CCN(C(C)C)C(C)C.Cl.[CH2:39]([NH:42][CH2:43][C:44]([O:46][C:47]([CH3:50])([CH3:49])[CH3:48])=[O:45])[CH:40]=[CH2:41]. The catalyst is CN(C1C=CN=CC=1)C.C(Cl)Cl. The product is [CH2:39]([N:42]([C:1]([O:12][CH2:13][C@H:14]([NH:21][C:22](=[O:27])[CH2:23][CH2:24][CH:25]=[CH2:26])[C:15]1[CH:16]=[CH:17][CH:18]=[CH:19][CH:20]=1)=[O:28])[CH2:43][C:44]([O:46][C:47]([CH3:50])([CH3:49])[CH3:48])=[O:45])[CH:40]=[CH2:41]. The yield is 0.590. (3) The reactants are [CH3:1][Si](Cl)(C)C.[NH2:6][C:7]1[C:15]([N+:16]([O-:18])=[O:17])=[CH:14][C:10]([C:11]([OH:13])=[O:12])=[C:9]([F:19])[C:8]=1[F:20]. The catalyst is CO. The product is [NH2:6][C:7]1[C:15]([N+:16]([O-:18])=[O:17])=[CH:14][C:10]([C:11]([O:13][CH3:1])=[O:12])=[C:9]([F:19])[C:8]=1[F:20]. The yield is 0.920. (4) The reactants are [BH4-].[Na+].[C:3]([C:6]1[C:7]([O:26][CH3:27])=[C:8]([C:15]2[CH:16]=[CH:17][C:18]([C:21]([N:23]([CH3:25])[CH3:24])=[O:22])=[N:19][CH:20]=2)[C:9]([C:13]#[N:14])=[C:10]([Cl:12])[CH:11]=1)(=[O:5])[CH3:4]. The catalyst is CO. The product is [Cl:12][C:10]1[C:9]([C:13]#[N:14])=[C:8]([C:15]2[CH:16]=[CH:17][C:18]([C:21]([N:23]([CH3:25])[CH3:24])=[O:22])=[N:19][CH:20]=2)[C:7]([O:26][CH3:27])=[C:6]([CH:3]([OH:5])[CH3:4])[CH:11]=1. The yield is 1.00. (5) The reactants are [CH3:1][C:2]1[CH:7]=[C:6]([O:8][CH2:9][C:10]2([C:15]3[S:19][C:18]([C:20](O)=[O:21])=[CH:17][CH:16]=3)[CH2:14][CH:13]=[CH:12][CH2:11]2)[CH:5]=[C:4]([CH3:23])[C:3]=1[C:24]1[CH:29]=[CH:28][C:27]([C:30]([F:33])([F:32])[F:31])=[CH:26][CH:25]=1.Cl.[CH3:35][O:36][C:37](=[O:41])[CH2:38][CH2:39][NH2:40].O.ON1C2C=CC=CC=2N=N1.C(N(CC)C(C)C)(C)C.Cl.CN(C)CCCN=C=NCC. The catalyst is CN(C=O)C.O. The product is [CH3:35][O:36][C:37](=[O:41])[CH2:38][CH2:39][NH:40][C:20]([C:18]1[S:19][C:15]([C:10]2([CH2:9][O:8][C:6]3[CH:5]=[C:4]([CH3:23])[C:3]([C:24]4[CH:25]=[CH:26][C:27]([C:30]([F:32])([F:33])[F:31])=[CH:28][CH:29]=4)=[C:2]([CH3:1])[CH:7]=3)[CH2:11][CH:12]=[CH:13][CH2:14]2)=[CH:16][CH:17]=1)=[O:21]. The yield is 0.650. (6) The reactants are [NH2:1][C:2]1[CH:23]=[CH:22][CH:21]=[CH:20][C:3]=1[CH2:4][NH:5][CH2:6][CH:7]1[CH2:12][CH2:11][N:10]([C:13]([O:15][C:16]([CH3:19])([CH3:18])[CH3:17])=[O:14])[CH2:9][CH2:8]1.[O:24]1[CH2:29][CH2:28][C:27](=O)[CH2:26][CH2:25]1.[BH4-].[Na+].[C:33](N1C=CN=C1)(N1C=CN=C1)=[O:34]. The catalyst is CO.O.O1CCOCC1.C(#N)C.O. The product is [O:34]=[C:33]1[N:5]([CH2:6][CH:7]2[CH2:8][CH2:9][N:10]([C:13]([O:15][C:16]([CH3:18])([CH3:19])[CH3:17])=[O:14])[CH2:11][CH2:12]2)[CH2:4][C:3]2[C:2](=[CH:23][CH:22]=[CH:21][CH:20]=2)[N:1]1[CH:27]1[CH2:28][CH2:29][O:24][CH2:25][CH2:26]1. The yield is 0.0400.